Predict the reactants needed to synthesize the given product. From a dataset of Full USPTO retrosynthesis dataset with 1.9M reactions from patents (1976-2016). (1) Given the product [OH:8][C:3]1[CH:4]=[CH:5][CH:6]=[CH:7][C:2]=1[NH:1][C:29]([C:27]1[C:28]2[C:16](=[O:15])[C:17]3[C:22](=[CH:21][CH:20]=[CH:19][CH:18]=3)[C:23]=2[CH:24]=[CH:25][CH:26]=1)=[O:30], predict the reactants needed to synthesize it. The reactants are: [NH2:1][C:2]1[CH:7]=[CH:6][CH:5]=[CH:4][C:3]=1[OH:8].N1C=CC=CC=1.[O:15]=[C:16]1[C:28]2[C:27]([C:29](Cl)=[O:30])=[CH:26][CH:25]=[CH:24][C:23]=2[C:22]2[C:17]1=[CH:18][CH:19]=[CH:20][CH:21]=2. (2) Given the product [CH3:30][CH2:31][O:32][CH2:33][CH2:34][O:15][C:16]1[CH:25]=[C:20]([C:21]([O:23][CH3:24])=[O:22])[CH:19]=[C:18]([CH:17]=1)[C:26]([O:28][CH3:29])=[O:27], predict the reactants needed to synthesize it. The reactants are: CC(OC(/N=N/C(OC(C)C)=O)=O)C.[OH:15][C:16]1[CH:17]=[C:18]([C:26]([O:28][CH3:29])=[O:27])[CH:19]=[C:20]([CH:25]=1)[C:21]([O:23][CH3:24])=[O:22].[CH2:30](O)[CH2:31][O:32][CH2:33][CH2:34]O.C1(P(C2C=CC=CC=2)C2C=CC=CC=2)C=CC=CC=1. (3) Given the product [CH2:1]([C:3]1[CH:4]=[C:5]([CH3:24])[C:6]([N:9]2[CH2:14][CH2:13][N:12]([C:15]([C:17]3[CH:22]=[CH:21][C:20]([N:28]4[CH2:27][C:26]([CH3:32])([CH3:25])[O:30][C:29]4=[O:31])=[CH:19][CH:18]=3)=[O:16])[CH2:11][CH2:10]2)=[N:7][CH:8]=1)[CH3:2], predict the reactants needed to synthesize it. The reactants are: [CH2:1]([C:3]1[CH:4]=[C:5]([CH3:24])[C:6]([N:9]2[CH2:14][CH2:13][N:12]([C:15]([C:17]3[CH:22]=[CH:21][C:20](I)=[CH:19][CH:18]=3)=[O:16])[CH2:11][CH2:10]2)=[N:7][CH:8]=1)[CH3:2].[CH3:25][C:26]1([CH3:32])[O:30][C:29](=[O:31])[N:28]=[CH:27]1.